Dataset: Forward reaction prediction with 1.9M reactions from USPTO patents (1976-2016). Task: Predict the product of the given reaction. (1) Given the reactants [F:1][C:2]1[CH:31]=[CH:30][C:5]2[C:6]([CH:9]3[CH2:14][CH2:13][N:12]([CH2:15][CH2:16][C:17]4[C:22](=[O:23])[N:21]5[CH:24]=[CH:25][CH:26]=[C:27]([OH:28])[C:20]5=[N:19][C:18]=4[CH3:29])[CH2:11][CH2:10]3)=[N:7][O:8][C:4]=2[CH:3]=1.[H][H], predict the reaction product. The product is: [CH3:29][C:18]1[N:19]=[C:20]2[N:21]([CH2:24][CH2:25][CH2:26][CH:27]2[OH:28])[C:22](=[O:23])[C:17]=1[CH2:16][CH2:15][N:12]1[CH2:13][CH2:14][CH:9]([C:6]2[C:5]3[CH:30]=[CH:31][C:2]([F:1])=[CH:3][C:4]=3[O:8][N:7]=2)[CH2:10][CH2:11]1. (2) The product is: [CH2:2]([CH:3]([O:6][C:10]1[C:11]2[N:19]([CH3:20])[CH:18]=[C:17]([C:21]3[C:26]([CH3:27])=[CH:25][C:24]([CH3:28])=[CH:23][C:22]=3[CH3:29])[C:12]=2[N:13]=[C:14]([CH3:16])[N:15]=1)[CH2:4][CH3:5])[CH3:1]. Given the reactants [CH3:1][CH2:2][CH:3]([OH:6])[CH2:4][CH3:5].[H-].[Na+].Cl[C:10]1[C:11]2[N:19]([CH3:20])[CH:18]=[C:17]([C:21]3[C:26]([CH3:27])=[CH:25][C:24]([CH3:28])=[CH:23][C:22]=3[CH3:29])[C:12]=2[N:13]=[C:14]([CH3:16])[N:15]=1, predict the reaction product. (3) Given the reactants [C:1]([O:5][C:6]([NH:8][CH2:9][CH:10]([OH:14])[C:11]([OH:13])=O)=[O:7])([CH3:4])([CH3:3])[CH3:2].C1C=CC2N(O)N=NC=2C=1.CCN=C=NCCCN(C)C.Cl.S(O)(O)(=O)=O.[CH3:42][N:43]1[C:47]([NH2:48])=[C:46]([NH2:49])[CH:45]=[N:44]1.C(N(CC)C(C)C)(C)C, predict the reaction product. The product is: [NH2:48][C:47]1[N:43]([CH3:42])[N:44]=[CH:45][C:46]=1[NH:49][C:11](=[O:13])[CH:10]([OH:14])[CH2:9][NH:8][C:6](=[O:7])[O:5][C:1]([CH3:2])([CH3:3])[CH3:4]. (4) Given the reactants [CH2:1]([O:3][C:4](=[O:17])[C:5]([O:8][C:9]1[CH:14]=[CH:13][C:12]([OH:15])=[CH:11][C:10]=1[CH3:16])([CH3:7])[CH3:6])[CH3:2].[CH3:18][C:19]1[C:24]([CH2:25]O)=[C:23]([C:27]([F:30])([F:29])[F:28])[CH:22]=[C:21]([C:31]2[CH:36]=[CH:35][C:34]([O:37][C:38]([F:41])([F:40])[F:39])=[CH:33][CH:32]=2)[N:20]=1.C(P(CCCC)CCCC)CCC.CN(C)C(N=NC(N(C)C)=O)=O, predict the reaction product. The product is: [CH2:1]([O:3][C:4](=[O:17])[C:5]([CH3:6])([O:8][C:9]1[CH:14]=[CH:13][C:12]([O:15][CH2:25][C:24]2[C:19]([CH3:18])=[N:20][C:21]([C:31]3[CH:32]=[CH:33][C:34]([O:37][C:38]([F:40])([F:39])[F:41])=[CH:35][CH:36]=3)=[CH:22][C:23]=2[C:27]([F:28])([F:30])[F:29])=[CH:11][C:10]=1[CH3:16])[CH3:7])[CH3:2]. (5) The product is: [F:29][C:26]([F:27])([F:28])[C:21]1[CH:22]=[CH:23][CH:24]=[CH:25][C:20]=1[CH:19]([O:18][CH:16]1[CH2:17][NH:14][CH2:15]1)[C:30]1[CH:35]=[CH:34][C:33]([S:36]([CH3:39])(=[O:38])=[O:37])=[CH:32][CH:31]=1. Given the reactants C([N:14]1[CH2:17][CH:16]([O:18][CH:19]([C:30]2[CH:35]=[CH:34][C:33]([S:36]([CH3:39])(=[O:38])=[O:37])=[CH:32][CH:31]=2)[C:20]2[CH:25]=[CH:24][CH:23]=[CH:22][C:21]=2[C:26]([F:29])([F:28])[F:27])[CH2:15]1)(C1C=CC=CC=1)C1C=CC=CC=1.ClC1C=C(Cl)C=CC=1C(OC1CNC1)C1C=CC(Cl)=CC=1, predict the reaction product.